This data is from Full USPTO retrosynthesis dataset with 1.9M reactions from patents (1976-2016). The task is: Predict the reactants needed to synthesize the given product. (1) Given the product [Br:1][C:2]1[C:10]2[C:5](=[CH:6][CH:7]=[CH:8][C:9]=2[F:11])[N:4]([C:15]([C:14]2[C:18]([C:22]([F:23])([F:24])[F:25])=[CH:19][CH:20]=[CH:21][C:13]=2[Cl:12])=[O:16])[N:3]=1, predict the reactants needed to synthesize it. The reactants are: [Br:1][C:2]1[C:10]2[C:5](=[CH:6][CH:7]=[CH:8][C:9]=2[F:11])[NH:4][N:3]=1.[Cl:12][C:13]1[CH:21]=[CH:20][CH:19]=[C:18]([C:22]([F:25])([F:24])[F:23])[C:14]=1[C:15](Cl)=[O:16]. (2) Given the product [Br:40][CH2:41][CH2:42][CH2:43][N:10]1[C:11]2[CH:16]=[CH:15][CH:14]=[CH:13][C:12]=2[N:8]([C:5]2[CH:6]=[CH:7][C:2]([F:1])=[CH:3][C:4]=2[O:19][CH3:20])[S:9]1(=[O:18])=[O:17], predict the reactants needed to synthesize it. The reactants are: [F:1][C:2]1[CH:7]=[CH:6][C:5]([N:8]2[C:12]3[CH:13]=[CH:14][CH:15]=[CH:16][C:11]=3[NH:10][S:9]2(=[O:18])=[O:17])=[C:4]([O:19][CH3:20])[CH:3]=1.C1(P(C2C=CC=CC=2)C2C=CC=CC=2)C=CC=CC=1.[Br:40][CH2:41][CH2:42][CH2:43]O.CC(OC(/N=N/C(OC(C)C)=O)=O)C.